From a dataset of Retrosynthesis with 50K atom-mapped reactions and 10 reaction types from USPTO. Predict the reactants needed to synthesize the given product. The reactants are: C1CC1CNCC1CC1.CCCn1c(C(=O)O)c(CN(Cc2cc(C(F)(F)F)cc(C(F)(F)F)c2)c2nnn(C)n2)c2ccccc21. Given the product CCCn1c(C(=O)N(CC2CC2)CC2CC2)c(CN(Cc2cc(C(F)(F)F)cc(C(F)(F)F)c2)c2nnn(C)n2)c2ccccc21, predict the reactants needed to synthesize it.